From a dataset of Plasma protein binding rate (PPBR) regression data from AstraZeneca. Regression/Classification. Given a drug SMILES string, predict its absorption, distribution, metabolism, or excretion properties. Task type varies by dataset: regression for continuous measurements (e.g., permeability, clearance, half-life) or binary classification for categorical outcomes (e.g., BBB penetration, CYP inhibition). For this dataset (ppbr_az), we predict Y. The Y is 89.0 %. The drug is CCN1CCC[C@H]1CNC(=O)c1c(O)c(Cl)cc(Cl)c1OC.